This data is from Catalyst prediction with 721,799 reactions and 888 catalyst types from USPTO. The task is: Predict which catalyst facilitates the given reaction. (1) Reactant: [CH2:1]([N:8]1[C:16]2[C:11](=[CH:12][CH:13]=[CH:14][CH:15]=2)[C:10]([O:17][C:18]2[O:22][C:21]([CH:23]=[O:24])=[CH:20][CH:19]=2)=[N:9]1)[C:2]1[CH:7]=[CH:6][CH:5]=[CH:4][CH:3]=1.[BH4-].[Na+].C(O)(=O)CC(CC(O)=O)(C(O)=O)O. Product: [CH2:1]([N:8]1[C:16]2[C:11](=[CH:12][CH:13]=[CH:14][CH:15]=2)[C:10]([O:17][C:18]2[O:22][C:21]([CH2:23][OH:24])=[CH:20][CH:19]=2)=[N:9]1)[C:2]1[CH:3]=[CH:4][CH:5]=[CH:6][CH:7]=1. The catalyst class is: 8. (2) Reactant: C1N=CN(C(N2C=[N:11][CH:10]=[CH:9]2)=O)C=1.[S:13]1[CH2:19][C:17](=[O:18])[N:16]([CH2:20][C:21]([OH:23])=O)[C:14]1=[S:15].[C:24]1(NCC)[CH:29]=[CH:28][CH:27]=[CH:26][CH:25]=1. Product: [O:18]=[C:17]1[CH2:19][S:13][C:14](=[S:15])[N:16]1[CH2:20][C:21]([NH:11][CH2:10][CH2:9][C:24]1[CH:29]=[CH:28][CH:27]=[CH:26][CH:25]=1)=[O:23]. The catalyst class is: 2. (3) Reactant: Cl.[CH:2]1([C:5]2[N:6]=[CH:7][N:8]([C:10]3[C:11]([CH3:20])=[CH:12][C:13]([F:19])=[C:14]([CH:18]=3)[C:15]([OH:17])=O)[CH:9]=2)[CH2:4][CH2:3]1.C(Cl)(=O)C(Cl)=O.CN(C)C=O.[CH:32]([N:35]1[CH:39]=[N:38][N:37]=[C:36]1[C:40]1[N:45]=[C:44]([NH2:46])[CH:43]=[CH:42][CH:41]=1)([CH3:34])[CH3:33].C([O-])(O)=O.[Na+]. Product: [CH:2]1([C:5]2[N:6]=[CH:7][N:8]([C:10]3[C:11]([CH3:20])=[CH:12][C:13]([F:19])=[C:14]([CH:18]=3)[C:15]([NH:46][C:44]3[CH:43]=[CH:42][CH:41]=[C:40]([C:36]4[N:35]([CH:32]([CH3:34])[CH3:33])[CH:39]=[N:38][N:37]=4)[N:45]=3)=[O:17])[CH:9]=2)[CH2:3][CH2:4]1. The catalyst class is: 277. (4) Reactant: [F:1][C@H:2]1[CH2:6][CH2:5][N:4]([C:7]2[CH:8]=[CH:9][C:10]3[N:11]([C:13](C(O)=O)=[CH:14][N:15]=3)[N:12]=2)[CH2:3]1.C1(P([NH-:33])(C2C=CC=CC=2)=O)C=CC=CC=1.C(N(CC)CC)C.[OH-].[Na+]. Product: [F:1][C@H:2]1[CH2:6][CH2:5][N:4]([C:7]2[CH:8]=[CH:9][C:10]3[N:11]([C:13]([NH2:33])=[CH:14][N:15]=3)[N:12]=2)[CH2:3]1. The catalyst class is: 18. (5) Reactant: [ClH:1].O[CH:3]([C:23]1[CH:24]=[CH:25][C:26]2[O:31][CH2:30][C:29](=[O:32])[NH:28][C:27]=2[CH:33]=1)[CH2:4][CH2:5][N:6]1[CH2:11][CH2:10][N:9]([C:12]2[CH:21]=[CH:20][CH:19]=[C:18]3[C:13]=2[CH:14]=[CH:15][C:16]([CH3:22])=[N:17]3)[CH2:8][CH2:7]1.C1(C)C=CC(S(O)(=O)=O)=CC=1. Product: [ClH:1].[CH3:22][C:16]1[CH:15]=[CH:14][C:13]2[C:18](=[CH:19][CH:20]=[CH:21][C:12]=2[N:9]2[CH2:8][CH2:7][N:6]([CH2:5]/[CH:4]=[CH:3]/[C:23]3[CH:24]=[CH:25][C:26]4[O:31][CH2:30][C:29](=[O:32])[NH:28][C:27]=4[CH:33]=3)[CH2:11][CH2:10]2)[N:17]=1. The catalyst class is: 11. (6) Reactant: [F:1][C:2]1[CH:7]=[CH:6][C:5]([C:8]2[CH:16]=[CH:15][C:11]([C:12]([OH:14])=O)=[CH:10][CH:9]=2)=[CH:4][CH:3]=1.CN(C(ON1N=NC2C=CC=NC1=2)=[N+](C)C)C.F[P-](F)(F)(F)(F)F.[CH:41]([N:44]([CH3:55])[C:45]1[S:46][C:47]2[CH:53]=[C:52]([NH2:54])[CH:51]=[CH:50][C:48]=2[N:49]=1)([CH3:43])[CH3:42].CCN(C(C)C)C(C)C. Product: [CH:41]([N:44]([CH3:55])[C:45]1[S:46][C:47]2[CH:53]=[C:52]([NH:54][C:12]([C:11]3[CH:10]=[CH:9][C:8]([C:5]4[CH:4]=[CH:3][C:2]([F:1])=[CH:7][CH:6]=4)=[CH:16][CH:15]=3)=[O:14])[CH:51]=[CH:50][C:48]=2[N:49]=1)([CH3:43])[CH3:42]. The catalyst class is: 61.